This data is from Reaction yield outcomes from USPTO patents with 853,638 reactions. The task is: Predict the reaction yield, written as a fraction of the theoretical maximum amount of product (1.0 means a 100% yield; for example, 0.34 means a 34% yield). (1) The reactants are Br[C:2]1[CH:3]=[CH:4][C:5]2[N:6]([C:8]([C:11]([N:13]3[CH2:18][CH2:17][CH:16]([C:19]4[C:24]([C:25]([F:28])([F:27])[F:26])=[CH:23][CH:22]=[CH:21][C:20]=4[F:29])[CH2:15][CH2:14]3)=[O:12])=[N:9][N:10]=2)[CH:7]=1.[CH3:30][N:31](C=O)C. The catalyst is C(=O)(O)[O-].[Na+].[C-]#N.[Zn+2].[C-]#N.C1C=CC([P]([Pd]([P](C2C=CC=CC=2)(C2C=CC=CC=2)C2C=CC=CC=2)([P](C2C=CC=CC=2)(C2C=CC=CC=2)C2C=CC=CC=2)[P](C2C=CC=CC=2)(C2C=CC=CC=2)C2C=CC=CC=2)(C2C=CC=CC=2)C2C=CC=CC=2)=CC=1. The product is [F:29][C:20]1[CH:21]=[CH:22][CH:23]=[C:24]([C:25]([F:28])([F:27])[F:26])[C:19]=1[CH:16]1[CH2:17][CH2:18][N:13]([C:11]([C:8]2[N:6]3[CH:7]=[C:2]([C:30]#[N:31])[CH:3]=[CH:4][C:5]3=[N:10][N:9]=2)=[O:12])[CH2:14][CH2:15]1. The yield is 0.330. (2) The reactants are O=[C:2]1[CH2:6][CH2:5][CH2:4][CH:3]1[C:7]([O:9]CC)=O.[NH2:12][C:13]([NH2:15])=[O:14].Cl. The catalyst is CCO. The product is [NH:12]1[C:2]2[CH2:6][CH2:5][CH2:4][C:3]=2[C:7](=[O:9])[NH:15][C:13]1=[O:14]. The yield is 0.730. (3) The reactants are [CH:1]1[CH:2]=[CH:3][C:4]2[O:10][C:8](=[O:9])[NH:7][C:5]=2[CH:6]=1.[Cl:11][S:12](O)(=[O:14])=[O:13]. No catalyst specified. The product is [O:9]=[C:8]1[NH:7][C:5]2[CH:6]=[CH:1][C:2]([S:12]([Cl:11])(=[O:14])=[O:13])=[CH:3][C:4]=2[O:10]1. The yield is 0.730. (4) The reactants are [Br:1][C:2]1[CH:3]=[C:4]([N:8]2[C:16]3[C:11](=[CH:12][C:13]([C:17]4[CH:21]=[CH:20][N:19]([CH3:22])[N:18]=4)=[CH:14][CH:15]=3)[C:10]([C:23]([O:25]C)=O)=[N:9]2)[CH:5]=[CH:6][CH:7]=1.C([NH2:29])=O. No catalyst specified. The product is [Br:1][C:2]1[CH:3]=[C:4]([N:8]2[C:16]3[C:11](=[CH:12][C:13]([C:17]4[CH:21]=[CH:20][N:19]([CH3:22])[N:18]=4)=[CH:14][CH:15]=3)[C:10]([C:23]([NH2:29])=[O:25])=[N:9]2)[CH:5]=[CH:6][CH:7]=1. The yield is 0.980. (5) The reactants are [C:1]1(P([C:1]2[CH:6]=CC=[CH:3][CH:2]=2)[C:1]2[CH:6]=CC=[CH:3][CH:2]=2)[CH:6]=CC=[CH:3][CH:2]=1.C(O)CC=C.[Br:25][C:26]1[C:31]([OH:32])=[CH:30][CH:29]=[CH:28][N:27]=1.N(C(OC(C)C)=O)=NC(OC(C)C)=O. The catalyst is C1COCC1. The product is [Br:25][C:26]1[C:31]([O:32][CH2:3][CH2:2][CH:1]=[CH2:6])=[CH:30][CH:29]=[CH:28][N:27]=1. The yield is 0.890.